From a dataset of Full USPTO retrosynthesis dataset with 1.9M reactions from patents (1976-2016). Predict the reactants needed to synthesize the given product. (1) Given the product [NH2:34][C:33]1[S:32][C:7]2[C:2]([N:1]=1)=[CH:3][CH:4]=[C:5]([O:8][C:9]1[C:10]([F:31])=[CH:11][C:12]([F:30])=[C:13]([NH:15][C:16](=[O:29])[C:17]3[CH:22]=[CH:21][CH:20]=[C:19]([C:23]4([C:26]#[N:27])[CH2:24][CH2:25]4)[C:18]=3[Cl:28])[CH:14]=1)[N:6]=2, predict the reactants needed to synthesize it. The reactants are: [NH2:1][C:2]1[CH:3]=[CH:4][C:5]([O:8][C:9]2[C:10]([F:31])=[CH:11][C:12]([F:30])=[C:13]([NH:15][C:16](=[O:29])[C:17]3[CH:22]=[CH:21][CH:20]=[C:19]([C:23]4([C:26]#[N:27])[CH2:25][CH2:24]4)[C:18]=3[Cl:28])[CH:14]=2)=[N:6][CH:7]=1.[S-:32][C:33]#[N:34].[K+].BrBr. (2) Given the product [CH:1]1([O:6][C:7](=[O:33])[C@@H:8]([NH:25][CH2:26][C:27]2[CH:32]=[CH:31][CH:30]=[CH:29][CH:28]=2)[CH2:9][CH2:10][O:11][C:12]2[CH:21]=[C:20]3[C:15]([C:16]([O:34][C:35]4[CH:36]=[CH:37][C:38]([NH:41][C:42](=[O:53])[C:43]5[CH:48]=[CH:47][C:46]([C:49]([F:50])([F:51])[F:52])=[CH:45][CH:44]=5)=[CH:39][CH:40]=4)=[CH:17][CH:18]=[N:19]3)=[CH:14][C:13]=2[O:23][CH3:24])[CH2:5][CH2:4][CH2:3][CH2:2]1, predict the reactants needed to synthesize it. The reactants are: [CH:1]1([O:6][C:7](=[O:33])[C@@H:8]([NH:25][CH2:26][C:27]2[CH:32]=[CH:31][CH:30]=[CH:29][CH:28]=2)[CH2:9][CH2:10][O:11][C:12]2[CH:21]=[C:20]3[C:15]([C:16](Cl)=[CH:17][CH:18]=[N:19]3)=[CH:14][C:13]=2[O:23][CH3:24])[CH2:5][CH2:4][CH2:3][CH2:2]1.[OH:34][C:35]1[CH:40]=[CH:39][C:38]([NH:41][C:42](=[O:53])[C:43]2[CH:48]=[CH:47][C:46]([C:49]([F:52])([F:51])[F:50])=[CH:45][CH:44]=2)=[CH:37][CH:36]=1.CN(C=O)C.[OH-].[Na+]. (3) Given the product [O:28]1[CH2:29][CH2:30][CH:25]([NH:24][C:20]([C:17]2[NH:18][N:19]=[C:15]([NH:14][CH2:13][C:12]3[C:8]([C:5]4[CH:4]=[CH:3][C:2]([F:1])=[CH:7][CH:6]=4)=[N:9][O:10][C:11]=3[CH3:23])[CH:16]=2)=[O:22])[CH2:26][CH2:27]1, predict the reactants needed to synthesize it. The reactants are: [F:1][C:2]1[CH:7]=[CH:6][C:5]([C:8]2[C:12]([CH2:13][NH:14][C:15]3[CH:16]=[C:17]([C:20]([OH:22])=O)[NH:18][N:19]=3)=[C:11]([CH3:23])[O:10][N:9]=2)=[CH:4][CH:3]=1.[NH2:24][CH:25]1[CH2:30][CH2:29][O:28][CH2:27][CH2:26]1. (4) The reactants are: [F:1][C:2]1[CH:7]=[CH:6][CH:5]=[C:4]([F:8])[C:3]=1[N:9]1[C:14]2[N:15]=[C:16]([S:29][CH3:30])[N:17]=[C:18]([C:19]3[CH:20]=[C:21]([CH:25]=[CH:26][C:27]=3[CH3:28])[C:22]([OH:24])=[O:23])[C:13]=2[CH:12]=[CH:11][C:10]1=[O:31].ClC1C=C(C(OO)=[O:40])C=CC=1.CCOC(C)=O. Given the product [F:8][C:4]1[CH:5]=[CH:6][CH:7]=[C:2]([F:1])[C:3]=1[N:9]1[C:14]2[N:15]=[C:16]([S:29]([CH3:30])=[O:40])[N:17]=[C:18]([C:19]3[CH:20]=[C:21]([CH:25]=[CH:26][C:27]=3[CH3:28])[C:22]([OH:24])=[O:23])[C:13]=2[CH:12]=[CH:11][C:10]1=[O:31], predict the reactants needed to synthesize it. (5) Given the product [O:1]=[C:2]1[C:10]2[C:5](=[CH:6][CH:7]=[CH:8][CH:9]=2)[C:4](=[O:11])[N:3]1[CH2:12][C@H:13]1[CH2:18][C@@H:17]([O:19][CH3:31])[CH2:16][N:15]([C:20]([O:22][CH2:23][C:24]2[CH:25]=[CH:26][CH:27]=[CH:28][CH:29]=2)=[O:21])[CH2:14]1, predict the reactants needed to synthesize it. The reactants are: [O:1]=[C:2]1[C:10]2[C:5](=[CH:6][CH:7]=[CH:8][CH:9]=2)[C:4](=[O:11])[N:3]1[CH2:12][C@H:13]1[CH2:18][C@@H:17]([OH:19])[CH2:16][N:15]([C:20]([O:22][CH2:23][C:24]2[CH:29]=[CH:28][CH:27]=[CH:26][CH:25]=2)=[O:21])[CH2:14]1.I[CH3:31]. (6) Given the product [F:1][C:2]1[CH:3]=[C:4]([C:9]2[CH:10]=[CH:11][C:12]([O:15][C:16]3[CH:21]=[CH:20][CH:19]=[CH:18][CH:17]=3)=[CH:13][CH:14]=2)[C:5]2[N:6]([CH:7]=1)[CH2:25][CH2:26][S:27](=[O:29])(=[O:28])[N:8]=2, predict the reactants needed to synthesize it. The reactants are: [F:1][C:2]1[CH:3]=[C:4]([C:9]2[CH:14]=[CH:13][C:12]([O:15][C:16]3[CH:21]=[CH:20][CH:19]=[CH:18][CH:17]=3)=[CH:11][CH:10]=2)[C:5]([NH2:8])=[N:6][CH:7]=1.[H-].[Na+].Cl[CH2:25][CH2:26][S:27](Cl)(=[O:29])=[O:28].O.